The task is: Predict the reaction yield, written as a fraction of the theoretical maximum amount of product (1.0 means a 100% yield; for example, 0.34 means a 34% yield).. This data is from Reaction yield outcomes from USPTO patents with 853,638 reactions. (1) The reactants are Cl.[CH3:2][CH:3]([CH2:7][CH2:8][N:9]1[CH2:13][CH2:12][CH2:11][CH2:10]1)[C:4]([OH:6])=O.C(Cl)(=O)C(Cl)=O.C(OC([N:27]1[C:31]([NH2:32])=[C:30]([F:33])[C:29]([C:34]2[CH:35]=[N:36][C:37]([CH3:40])=[CH:38][CH:39]=2)=[N:28]1)=O)(C)(C)C.Cl. The catalyst is C(Cl)Cl.CN(C=O)C. The product is [F:33][C:30]1[C:31]([NH:32][C:4](=[O:6])[CH:3]([CH3:2])[CH2:7][CH2:8][N:9]2[CH2:13][CH2:12][CH2:11][CH2:10]2)=[N:27][NH:28][C:29]=1[C:34]1[CH:35]=[N:36][C:37]([CH3:40])=[CH:38][CH:39]=1. The yield is 0.130. (2) The reactants are [CH3:1][O:2][C:3](=[O:10])[CH:4](Br)[CH2:5][CH2:6][CH2:7][CH3:8].[F:11][C:12]1[CH:17]=[CH:16][C:15]([SH:18])=[CH:14][C:13]=1[CH3:19].C(N(CC)CC)C. The catalyst is ClCCl. The product is [CH3:1][O:2][C:3](=[O:10])[CH:4]([S:18][C:15]1[CH:16]=[CH:17][C:12]([F:11])=[C:13]([CH3:19])[CH:14]=1)[CH2:5][CH2:6][CH2:7][CH3:8]. The yield is 0.920. (3) The yield is 0.890. The product is [CH2:26]([NH:28][C:18]([C:17]1[C:16]([F:24])=[CH:15][C:14]([N:11]2[CH2:12][CH2:13][N:8]([C:6]([O:5][C:1]([CH3:4])([CH3:2])[CH3:3])=[O:7])[CH2:9][CH2:10]2)=[C:22]([F:23])[CH:21]=1)=[O:19])[CH3:27]. The reactants are [C:1]([O:5][C:6]([N:8]1[CH2:13][CH2:12][N:11]([C:14]2[C:22]([F:23])=[CH:21][C:17]([C:18](O)=[O:19])=[C:16]([F:24])[CH:15]=2)[CH2:10][CH2:9]1)=[O:7])([CH3:4])([CH3:3])[CH3:2].Cl.[CH2:26]([NH2:28])[CH3:27].CCN(C(C)C)C(C)C.CN(C(ON1N=NC2C=CC=NC1=2)=[N+](C)C)C.F[P-](F)(F)(F)(F)F. The catalyst is CN(C=O)C.O.